Dataset: Full USPTO retrosynthesis dataset with 1.9M reactions from patents (1976-2016). Task: Predict the reactants needed to synthesize the given product. (1) Given the product [Br:15][C:9]1[S:5][CH:6]=[C:7]([C:10]([O:12][CH2:13][CH3:14])=[O:11])[CH:8]=1, predict the reactants needed to synthesize it. The reactants are: [Cl-].[Al+3].[Cl-].[Cl-].[S:5]1[CH:9]=[CH:8][C:7]([C:10]([O:12][CH2:13][CH3:14])=[O:11])=[CH:6]1.[Br:15]Br. (2) Given the product [CH:1]([C:4]1[N:8]2[N:9]=[C:10]([CH:13]=[O:16])[CH:11]=[CH:12][C:7]2=[N:6][N:5]=1)([CH3:3])[CH3:2], predict the reactants needed to synthesize it. The reactants are: [CH:1]([C:4]1[N:8]2[N:9]=[C:10]([CH:13]=C)[CH:11]=[CH:12][C:7]2=[N:6][N:5]=1)([CH3:3])[CH3:2].I([O-])(=O)(=O)=[O:16].[Na+]. (3) Given the product [OH:20][CH2:19][C:1]1([C:6]([OH:8])=[O:7])[CH2:5][CH2:4][CH2:3][CH2:2]1, predict the reactants needed to synthesize it. The reactants are: [CH:1]1([C:6]([OH:8])=[O:7])[CH2:5][CH2:4][CH2:3][CH2:2]1.[Li+].CC([N-]C(C)C)C.C1C[O:20][CH2:19]C1.